Dataset: Full USPTO retrosynthesis dataset with 1.9M reactions from patents (1976-2016). Task: Predict the reactants needed to synthesize the given product. (1) Given the product [CH3:31][C:2]1([CH3:1])[CH2:11][CH:10]=[C:9]([C:12]2[S:13][CH:14]=[CH:15][CH:16]=2)[C:8]2[CH:7]=[C:6]([C:18]#[C:19][C:20]3[CH:21]=[CH:22][C:23]([C:24]([O:26][CH2:27][CH3:28])=[O:25])=[CH:29][CH:30]=3)[CH:5]=[CH:4][C:3]1=2, predict the reactants needed to synthesize it. The reactants are: [CH3:1][C:2]1([CH3:31])[CH2:11][CH:10]=[C:9]([C:12]2[S:13][C:14](C)=[CH:15][CH:16]=2)[C:8]2[CH:7]=[C:6]([C:18]#[C:19][C:20]3[CH:30]=[CH:29][C:23]([C:24]([O:26][CH2:27][CH3:28])=[O:25])=[CH:22][CH:21]=3)[CH:5]=[CH:4][C:3]1=2.[OH-].[Na+].Cl. (2) Given the product [N:41]1([C:38]2[CH:37]=[CH:36][C:35]([NH:34][CH:2]=[C:3]3[C:11]4[C:6](=[CH:7][C:8]([C:12]([C:14]5[CH:15]=[C:16]([NH:20][C:21]([C:23]6[N:24]([C:29]([CH3:31])([CH3:30])[CH3:32])[N:25]=[C:26]([CH3:28])[CH:27]=6)=[O:22])[CH:17]=[CH:18][CH:19]=5)=[O:13])=[CH:9][CH:10]=4)[NH:5][C:4]3=[O:33])=[CH:40][CH:39]=2)[CH2:46][CH2:45][O:44][CH2:43][CH2:42]1, predict the reactants needed to synthesize it. The reactants are: O[CH:2]=[C:3]1[C:11]2[C:6](=[CH:7][C:8]([C:12]([C:14]3[CH:15]=[C:16]([NH:20][C:21]([C:23]4[N:24]([C:29]([CH3:32])([CH3:31])[CH3:30])[N:25]=[C:26]([CH3:28])[CH:27]=4)=[O:22])[CH:17]=[CH:18][CH:19]=3)=[O:13])=[CH:9][CH:10]=2)[NH:5][C:4]1=[O:33].[NH2:34][C:35]1[CH:40]=[CH:39][C:38]([N:41]2[CH2:46][CH2:45][O:44][CH2:43][CH2:42]2)=[CH:37][CH:36]=1. (3) Given the product [Br:16][C:13]1[N:12]=[CH:11][C:10]([CH:8]2[N:7]([C:17]3[CH:22]=[CH:21][CH:20]=[CH:19][C:18]=3[Cl:23])[N:6]=[C:5]([C:3]([OH:4])=[O:2])[CH2:9]2)=[CH:15][CH:14]=1, predict the reactants needed to synthesize it. The reactants are: C[O:2][C:3]([C:5]1[CH2:9][CH:8]([C:10]2[CH:11]=[N:12][C:13]([Br:16])=[CH:14][CH:15]=2)[N:7]([C:17]2[CH:22]=[CH:21][CH:20]=[CH:19][C:18]=2[Cl:23])[N:6]=1)=[O:4].[OH-].[K+].CO.